Task: Predict the reactants needed to synthesize the given product.. Dataset: Full USPTO retrosynthesis dataset with 1.9M reactions from patents (1976-2016) (1) Given the product [N:29]1[CH:5]=[CH:4][CH:3]=[CH:13][C:12]=1[C:15]1[CH:20]=[CH:19][N:18]=[CH:17][CH:16]=1, predict the reactants needed to synthesize it. The reactants are: CO[CH:3](OC)[CH2:4][CH:5](OC)OC.[C:12]([C:15]1[CH:20]=[CH:19][N:18]=[CH:17][CH:16]=1)(=O)[CH3:13].C(O)(=O)C.C([O-])(=O)C.[NH4+:29].[OH-].[Na+]. (2) Given the product [CH3:27][O:26][C:24](=[O:25])[C:23]1[CH:28]=[C:19]([N:18]([CH2:17][C:16]2[CH:15]=[CH:14][C:13]([C:12]#[C:11][C:8]3[CH:7]=[CH:6][C:5]([CH2:1][CH2:2][CH2:3][CH3:4])=[CH:10][CH:9]=3)=[CH:31][CH:30]=2)[CH2:37][CH:32]2[CH2:36][CH2:35][CH2:34][CH2:33]2)[CH:20]=[CH:21][C:22]=1[F:29], predict the reactants needed to synthesize it. The reactants are: [CH2:1]([C:5]1[CH:10]=[CH:9][C:8]([C:11]#[C:12][C:13]2[CH:31]=[CH:30][C:16]([CH2:17][NH:18][C:19]3[CH:20]=[CH:21][C:22]([F:29])=[C:23]([CH:28]=3)[C:24]([O:26][CH3:27])=[O:25])=[CH:15][CH:14]=2)=[CH:7][CH:6]=1)[CH2:2][CH2:3][CH3:4].[CH:32]1([CH:37]=O)[CH2:36][CH2:35][CH2:34][CH2:33]1.C(O[BH-](OC(=O)C)OC(=O)C)(=O)C.[Na+].ClCCl. (3) Given the product [C:29]([C:33]1[CH:34]=[C:35]([C:39]2([NH:42][CH2:3][C@@H:2]([OH:1])[C@@H:4]([NH:25][C:26](=[O:28])[CH3:27])[CH2:5][C:6]3[CH:11]=[CH:10][C:9]([NH:12][C:13]4[CH:18]=[C:17]([C:19]5[CH:24]=[CH:23][CH:22]=[CH:21][CH:20]=5)[N:16]=[CH:15][N:14]=4)=[CH:8][CH:7]=3)[CH2:41][CH2:40]2)[CH:36]=[CH:37][CH:38]=1)([CH3:32])([CH3:30])[CH3:31], predict the reactants needed to synthesize it. The reactants are: [O:1]1[CH2:3][C@@H:2]1[C@@H:4]([NH:25][C:26](=[O:28])[CH3:27])[CH2:5][C:6]1[CH:11]=[CH:10][C:9]([NH:12][C:13]2[CH:18]=[C:17]([C:19]3[CH:24]=[CH:23][CH:22]=[CH:21][CH:20]=3)[N:16]=[CH:15][N:14]=2)=[CH:8][CH:7]=1.[C:29]([C:33]1[CH:34]=[C:35]([C:39]2([NH2:42])[CH2:41][CH2:40]2)[CH:36]=[CH:37][CH:38]=1)([CH3:32])([CH3:31])[CH3:30]. (4) Given the product [Br:2][C:3]1[CH:4]=[C:5]([CH:6]=[CH:7][C:8]=1[F:9])[CH2:10][NH:11][C:12](=[O:14])[CH3:13], predict the reactants needed to synthesize it. The reactants are: Cl.[Br:2][C:3]1[CH:4]=[C:5]([CH2:10][NH2:11])[CH:6]=[CH:7][C:8]=1[F:9].[C:12](OC(=O)C)(=[O:14])[CH3:13]. (5) Given the product [F:1][C:2]1[CH:7]=[CH:6][CH:5]=[C:4]([F:8])[C:3]=1[N:9]1[C:14]2[N:15]=[C:16]([NH:27][CH2:28][C:29]3[NH:42][N:41]=[N:40][N:30]=3)[N:17]=[C:18]([C:19]3[CH:24]=[CH:23][C:22]([F:25])=[CH:21][C:20]=3[CH3:26])[C:13]=2[CH:12]=[CH:11][C:10]1=[O:31], predict the reactants needed to synthesize it. The reactants are: [F:1][C:2]1[CH:7]=[CH:6][CH:5]=[C:4]([F:8])[C:3]=1[N:9]1[C:14]2[N:15]=[C:16]([NH:27][CH2:28][C:29]#[N:30])[N:17]=[C:18]([C:19]3[CH:24]=[CH:23][C:22]([F:25])=[CH:21][C:20]=3[CH3:26])[C:13]=2[CH:12]=[CH:11][C:10]1=[O:31].Cl.C(N(CC)CC)C.[N-:40]=[N+:41]=[N-:42].[Na+]. (6) Given the product [N:19]1([CH:16]2[CH2:17][CH2:18][N:13]([C:2]3[CH:11]=[C:10]4[C:5]([C:6](=[O:12])[NH:7][CH:8]=[N:9]4)=[CH:4][CH:3]=3)[CH2:14][CH2:15]2)[CH2:24][CH2:23][O:22][CH2:21][CH2:20]1, predict the reactants needed to synthesize it. The reactants are: F[C:2]1[CH:11]=[C:10]2[C:5]([C:6](=[O:12])[NH:7][CH:8]=[N:9]2)=[CH:4][CH:3]=1.[NH:13]1[CH2:18][CH2:17][CH:16]([N:19]2[CH2:24][CH2:23][O:22][CH2:21][CH2:20]2)[CH2:15][CH2:14]1. (7) Given the product [O:10]=[C:8]1[C:3]2=[N:4][CH:5]=[CH:6][CH:7]=[C:2]2[O:1][C:12]2([CH2:17][CH2:16][N:15]([C:18]([O:20][C:21]([CH3:24])([CH3:23])[CH3:22])=[O:19])[CH2:14][CH2:13]2)[CH2:9]1, predict the reactants needed to synthesize it. The reactants are: [OH:1][C:2]1[C:3]([C:8](=[O:10])[CH3:9])=[N:4][CH:5]=[CH:6][CH:7]=1.O=[C:12]1[CH2:17][CH2:16][N:15]([C:18]([O:20][C:21]([CH3:24])([CH3:23])[CH3:22])=[O:19])[CH2:14][CH2:13]1.N1CCCC1.Cl. (8) The reactants are: [NH2:1][C:2]1[N:7]=[C:6]([N:8]2[CH2:14][C:13]3[CH:15]=[C:16]([C:19]4[CH:20]=[C:21]([NH2:26])[C:22]([NH2:25])=[CH:23][CH:24]=4)[CH:17]=[CH:18][C:12]=3[O:11][CH2:10][CH2:9]2)[C:5]([CH:27]([CH3:29])[CH3:28])=[C:4]([CH3:30])[N:3]=1.[CH3:31][O:32][C:33]([NH:35][C:36](=NC(OC)=O)SC)=[O:34]. Given the product [NH2:1][C:2]1[N:7]=[C:6]([N:8]2[CH2:14][C:13]3[CH:15]=[C:16]([C:19]4[CH:24]=[CH:23][C:22]5[NH:25][C:36]([NH:35][C:33](=[O:34])[O:32][CH3:31])=[N:26][C:21]=5[CH:20]=4)[CH:17]=[CH:18][C:12]=3[O:11][CH2:10][CH2:9]2)[C:5]([CH:27]([CH3:28])[CH3:29])=[C:4]([CH3:30])[N:3]=1, predict the reactants needed to synthesize it. (9) The reactants are: [Cl:1][C:2]1[CH:7]=[CH:6][CH:5]=[CH:4][C:3]=1[C:8]1[N:12]([C:13]2[C:20]3[S:19][C:18]([NH:21]C(C4CC4)=O)=[N:17][C:16]=3[NH:15][N:14]=2)[CH:11]=[N:10][CH:9]=1.Cl(O)(=O)(=O)=O. Given the product [Cl:1][C:2]1[CH:7]=[CH:6][CH:5]=[CH:4][C:3]=1[C:8]1[N:12]([C:13]2[C:20]3[S:19][C:18]([NH2:21])=[N:17][C:16]=3[NH:15][N:14]=2)[CH:11]=[N:10][CH:9]=1, predict the reactants needed to synthesize it.